Task: Predict the product of the given reaction.. Dataset: Forward reaction prediction with 1.9M reactions from USPTO patents (1976-2016) Given the reactants [CH3:1][C:2]1[N:3]=[CH:4][C:5]([C:8](=O)[CH2:9][C:10](=O)[C:11]([O:13][CH2:14][CH3:15])=[O:12])=[N:6][CH:7]=1.[NH:18]([C:20]1[CH:21]=[CH:22][C:23]([CH3:26])=[N:24][CH:25]=1)[NH2:19].Cl.C(=O)(O)[O-].[Na+], predict the reaction product. The product is: [CH3:1][C:2]1[N:3]=[CH:4][C:5]([C:8]2[N:18]([C:20]3[CH:25]=[N:24][C:23]([CH3:26])=[CH:22][CH:21]=3)[N:19]=[C:10]([C:11]([O:13][CH2:14][CH3:15])=[O:12])[CH:9]=2)=[N:6][CH:7]=1.